This data is from Blood-brain barrier permeability classification from the B3DB database. The task is: Regression/Classification. Given a drug SMILES string, predict its absorption, distribution, metabolism, or excretion properties. Task type varies by dataset: regression for continuous measurements (e.g., permeability, clearance, half-life) or binary classification for categorical outcomes (e.g., BBB penetration, CYP inhibition). Dataset: b3db_classification. The result is 1 (penetrates BBB). The drug is CN1[C@H]2CCC[C@H]1CC(NC(=O)c1nn(C)c3ccccc13)C2.